Task: Predict the reaction yield, written as a fraction of the theoretical maximum amount of product (1.0 means a 100% yield; for example, 0.34 means a 34% yield).. Dataset: Reaction yield outcomes from USPTO patents with 853,638 reactions The reactants are [CH2:1](OC1C(Br)=CC=C2C=1N=C(C(O)=O)C=C2)[C:2]1[CH:7]=[CH:6][CH:5]=[CH:4][CH:3]=1.[CH3:23][O:24][C:25]([C:27]1[CH:36]=[C:35]([OH:37])[C:34]2[C:29](=[C:30]([Br:41])[CH:31]=[C:32](C(C)C)[CH:33]=2)[N:28]=1)=[O:26]. No catalyst specified. The product is [CH3:23][O:24][C:25]([C:27]1[CH:36]=[C:35]([O:37][CH2:1][C:2]2[CH:7]=[CH:6][CH:5]=[CH:4][CH:3]=2)[C:34]2[C:29](=[C:30]([Br:41])[CH:31]=[CH:32][CH:33]=2)[N:28]=1)=[O:26]. The yield is 0.880.